From a dataset of Full USPTO retrosynthesis dataset with 1.9M reactions from patents (1976-2016). Predict the reactants needed to synthesize the given product. Given the product [Cl:21][C:22]1[CH:30]=[CH:29][CH:28]=[C:27]2[C:23]=1[CH2:24][CH2:25][N:26]2[C:18](=[O:20])[CH2:17][C:12]1[NH:13][C:14](=[O:16])[CH:15]=[C:10]([N:6]2[CH2:7][CH2:8][O:9][CH:4]([CH2:3][OH:2])[CH2:5]2)[N:11]=1, predict the reactants needed to synthesize it. The reactants are: [Na].[OH:2][CH2:3][CH:4]1[O:9][CH2:8][CH2:7][N:6]([C:10]2[N:11]=[C:12]([CH2:17][C:18]([OH:20])=O)[NH:13][C:14](=[O:16])[CH:15]=2)[CH2:5]1.[Cl:21][C:22]1[CH:30]=[CH:29][CH:28]=[C:27]2[C:23]=1[CH2:24][CH2:25][NH:26]2.Cl.CN(C)CCCN=C=NCC.